Dataset: Full USPTO retrosynthesis dataset with 1.9M reactions from patents (1976-2016). Task: Predict the reactants needed to synthesize the given product. (1) Given the product [CH3:1][C:2]1[N:3]=[C:4]2[CH:9]=[CH:8][C:7]([NH:10][C:11](=[O:24])[C:12]3[CH:17]=[CH:16][C:15]([CH:18]4[CH2:23][CH2:22][N:21]([CH3:26])[CH2:20][CH2:19]4)=[N:14][CH:13]=3)=[CH:6][N:5]2[CH:25]=1, predict the reactants needed to synthesize it. The reactants are: [CH3:1][C:2]1[N:3]=[C:4]2[CH:9]=[CH:8][C:7]([NH:10][C:11](=[O:24])[C:12]3[CH:17]=[CH:16][C:15]([CH:18]4[CH2:23][CH2:22][NH:21][CH2:20][CH2:19]4)=[N:14][CH:13]=3)=[CH:6][N:5]2[CH:25]=1.[C:26](O[BH-](OC(=O)C)OC(=O)C)(=O)C.[Na+].C=O. (2) Given the product [F:42][C:23]([F:22])([F:41])[C:24]1[CH:25]=[C:26]([S:30]([C:33]2[CH:38]=[CH:37][N:36]=[C:35]([CH2:39][NH2:40])[CH:34]=2)(=[O:31])=[O:32])[CH:27]=[CH:28][CH:29]=1, predict the reactants needed to synthesize it. The reactants are: FC(F)(F)C1C=C(S(C2C=CC(CN)=CC=2)(=O)=O)C=CC=1.[F:22][C:23]([F:42])([F:41])[C:24]1[CH:25]=[C:26]([S:30]([C:33]2[CH:38]=[CH:37][N:36]=[C:35]([C:39]#[N:40])[CH:34]=2)(=[O:32])=[O:31])[CH:27]=[CH:28][CH:29]=1. (3) The reactants are: C(OC([N:8]1[CH2:13][CH2:12][C@H:11]([NH:14][C:15]2[CH:20]=[CH:19][CH:18]=[C:17]([NH:21][C:22](=[O:31])[C:23]3[CH:28]=[CH:27][C:26]([F:29])=[CH:25][C:24]=3[Cl:30])[CH:16]=2)[CH2:10][C@@H:9]1[CH3:32])=O)(C)(C)C.C1(C)C=CC(S(Cl)(=O)=O)=CC=1.[Cl-].[NH4+]. Given the product [ClH:30].[Cl:30][C:24]1[CH:25]=[C:26]([F:29])[CH:27]=[CH:28][C:23]=1[C:22]([NH:21][C:17]1[CH:18]=[CH:19][CH:20]=[C:15]([NH:14][C@H:11]2[CH2:12][CH2:13][NH:8][C@@H:9]([CH3:32])[CH2:10]2)[CH:16]=1)=[O:31], predict the reactants needed to synthesize it. (4) Given the product [Cl:15][C:16]1[CH:17]=[CH:18][CH:19]=[C:20]2[C:25]=1[N:24]=[C:23]([C:26]1[CH:31]=[CH:30][CH:29]=[C:28]([F:32])[CH:27]=1)[C:22]([CH:33]([Cl:1])[CH3:34])=[CH:21]2, predict the reactants needed to synthesize it. The reactants are: [Cl:1]N1C=C(Cl)CN(Cl)N1.CN(C)C=O.[Cl:15][C:16]1[CH:17]=[CH:18][CH:19]=[C:20]2[C:25]=1[N:24]=[C:23]([C:26]1[CH:31]=[CH:30][CH:29]=[C:28]([F:32])[CH:27]=1)[C:22]([CH:33](O)[CH3:34])=[CH:21]2.O. (5) Given the product [CH3:15][CH:14]([C@H:4]1[CH2:3][C@H:2]([O:1][S:25]([CH3:24])(=[O:27])=[O:26])[CH2:6][N:5]1[C:7]([O:9][C:10]([CH3:11])([CH3:13])[CH3:12])=[O:8])[CH3:16], predict the reactants needed to synthesize it. The reactants are: [OH:1][C@@H:2]1[CH2:6][N:5]([C:7]([O:9][C:10]([CH3:13])([CH3:12])[CH3:11])=[O:8])[C@@H:4]([CH:14]([CH3:16])[CH3:15])[CH2:3]1.C(N(CC)CC)C.[CH3:24][S:25](OCl)(=[O:27])=[O:26]. (6) Given the product [N:1]1[CH:6]=[CH:5][N:4]=[CH:3][C:2]=1[C:7]([O:9][CH2:10][CH2:11][CH2:12][CH2:13][CH2:14][CH2:15][CH2:16][CH2:17][CH2:18][CH2:19][CH2:20][CH2:21][CH2:22][CH3:23])=[O:8], predict the reactants needed to synthesize it. The reactants are: [N:1]1[CH:6]=[CH:5][N:4]=[CH:3][C:2]=1[C:7]([O:9][CH2:10][CH2:11][CH2:12][CH2:13][CH2:14][CH2:15][CH2:16][CH2:17][CH2:18][CH2:19][CH2:20][CH3:21])=[O:8].[CH2:22](O)[CH2:23]CCCCCCCCCCCC. (7) Given the product [F:8][C:5]1[CH:6]=[CH:7][C:2]([CH:13]=[O:14])=[C:3]([CH3:9])[CH:4]=1, predict the reactants needed to synthesize it. The reactants are: Br[C:2]1[CH:7]=[CH:6][C:5]([F:8])=[CH:4][C:3]=1[CH3:9].CN([CH:13]=[O:14])C.